From a dataset of Forward reaction prediction with 1.9M reactions from USPTO patents (1976-2016). Predict the product of the given reaction. (1) Given the reactants [CH:1]([C:3]1[C:4]([C:8]([O:10][CH2:11][CH3:12])=[O:9])=[N:5][NH:6][CH:7]=1)=[O:2].[C:13]1([C:19]([C:27]2[CH:32]=[CH:31][CH:30]=[CH:29][CH:28]=2)([C:21]2[CH:26]=[CH:25][CH:24]=[CH:23][CH:22]=2)Cl)[CH:18]=[CH:17][CH:16]=[CH:15][CH:14]=1.C(N(CC)CC)C.ClCCl, predict the reaction product. The product is: [CH:1]([C:3]1[C:4]([C:8]([O:10][CH2:11][CH3:12])=[O:9])=[N:5][N:6]([C:19]([C:13]2[CH:18]=[CH:17][CH:16]=[CH:15][CH:14]=2)([C:27]2[CH:28]=[CH:29][CH:30]=[CH:31][CH:32]=2)[C:21]2[CH:22]=[CH:23][CH:24]=[CH:25][CH:26]=2)[CH:7]=1)=[O:2]. (2) Given the reactants CS(C)=O.C(Cl)(=O)C(Cl)=O.[CH2:11]([O:13][C:14]([CH:16]1[CH2:21][CH:20]([OH:22])[CH2:19][N:18]([C:23](=[O:31])[C:24]2[CH:29]=[CH:28][C:27]([F:30])=[CH:26][CH:25]=2)[CH2:17]1)=[O:15])[CH3:12].C(N(CC)CC)C, predict the reaction product. The product is: [CH2:11]([O:13][C:14]([CH:16]1[CH2:21][C:20](=[O:22])[CH2:19][N:18]([C:23](=[O:31])[C:24]2[CH:25]=[CH:26][C:27]([F:30])=[CH:28][CH:29]=2)[CH2:17]1)=[O:15])[CH3:12]. (3) Given the reactants [OH-].[K+].[C:3]([N:6]1[CH2:11][CH2:10][C:9]2[N:12]([CH2:26][CH:27]3[CH2:29][CH2:28]3)[N:13]=[C:14]([NH:15][C:16]3[CH:17]=[C:18]([CH:23]=[CH:24][CH:25]=3)[C:19]([O:21]C)=[O:20])[C:8]=2[CH2:7]1)(=[O:5])[CH3:4], predict the reaction product. The product is: [C:3]([N:6]1[CH2:11][CH2:10][C:9]2[N:12]([CH2:26][CH:27]3[CH2:28][CH2:29]3)[N:13]=[C:14]([NH:15][C:16]3[CH:17]=[C:18]([CH:23]=[CH:24][CH:25]=3)[C:19]([OH:21])=[O:20])[C:8]=2[CH2:7]1)(=[O:5])[CH3:4]. (4) Given the reactants C(=[N:14][C:15]1[CH:20]=[CH:19][C:18]([C:21]2([OH:28])[CH2:26][CH2:25][N:24]([CH3:27])[CH2:23][CH2:22]2)=[CH:17][CH:16]=1)(C1C=CC=CC=1)C1C=CC=CC=1.C([O-])(=O)C.[Na+].Cl.NO, predict the reaction product. The product is: [NH2:14][C:15]1[CH:20]=[CH:19][C:18]([C:21]2([OH:28])[CH2:22][CH2:23][N:24]([CH3:27])[CH2:25][CH2:26]2)=[CH:17][CH:16]=1.